Dataset: Forward reaction prediction with 1.9M reactions from USPTO patents (1976-2016). Task: Predict the product of the given reaction. The product is: [Cl:1][C:2]1[CH:3]=[CH:4][C:5]([N:15]2[CH:19]=[C:18]([C:20]([F:21])([F:23])[F:22])[N:17]=[N:16]2)=[C:6]([C:8]2[N:13]=[CH:12][N:11]([C@@H:60]3[C:77]4[CH:78]=[C:73]([CH:74]=[CH:75][CH:76]=4)[C:72]4[N:71]=[CH:70][C:69]([C:79]#[N:80])=[CH:68][C:67]=4[NH:66][C:65](=[O:81])[C@H:64]([CH3:82])[CH2:63][CH2:62][CH2:61]3)[C:10](=[O:14])[CH:9]=2)[CH:7]=1. Given the reactants [Cl:1][C:2]1[CH:3]=[CH:4][C:5]([N:15]2[CH:19]=[C:18]([C:20]([F:23])([F:22])[F:21])[N:17]=[N:16]2)=[C:6]([C:8]2[N:13]=[CH:12][N:11]=[C:10]([OH:14])[CH:9]=2)[CH:7]=1.CN(C(ON1N=NC2C=CC=NC1=2)=[N+](C)C)C.F[P-](F)(F)(F)(F)F.C1CCN2C(=NCCC2)CC1.N[C@@H:60]1[C:77]2[CH:78]=[C:73]([CH:74]=[CH:75][CH:76]=2)[C:72]2[N:71]=[CH:70][C:69]([C:79]#[N:80])=[CH:68][C:67]=2[NH:66][C:65](=[O:81])[C@H:64]([CH3:82])[CH2:63][CH2:62][CH2:61]1, predict the reaction product.